From a dataset of Forward reaction prediction with 1.9M reactions from USPTO patents (1976-2016). Predict the product of the given reaction. (1) Given the reactants [CH2:1]([C@@H:3]([C:10]1[CH:15]=[CH:14][CH:13]=[C:12]([O:16]CC2C=CC=CC=2)[CH:11]=1)[C@@H:4]([CH3:9])[CH2:5][N:6]([CH3:8])[CH3:7])[CH3:2].[ClH:24], predict the reaction product. The product is: [ClH:24].[CH3:8][N:6]([CH3:7])[CH2:5][C@H:4]([CH3:9])[C@H:3]([C:10]1[CH:11]=[C:12]([OH:16])[CH:13]=[CH:14][CH:15]=1)[CH2:1][CH3:2]. (2) Given the reactants Br[C:2]1[CH:7]=[CH:6][C:5]([O:8][C:9]([F:12])([F:11])[F:10])=[CH:4][C:3]=1[CH3:13].[Li]CCCC.C1C[O:22][CH2:21]C1, predict the reaction product. The product is: [CH3:13][C:3]1[CH:4]=[C:5]([O:8][C:9]([F:12])([F:11])[F:10])[CH:6]=[CH:7][C:2]=1[CH:21]=[O:22]. (3) Given the reactants Cl[CH:2]([C:8]([C:10]1[CH:15]=[CH:14][C:13]([F:16])=[CH:12][CH:11]=1)=[O:9])[C:3]([O:5][CH2:6][CH3:7])=[O:4].[C:17]([O-:20])(=[O:19])[CH3:18].[Na+], predict the reaction product. The product is: [C:17]([O:20][CH:2]([C:8]([C:10]1[CH:15]=[CH:14][C:13]([F:16])=[CH:12][CH:11]=1)=[O:9])[C:3]([O:5][CH2:6][CH3:7])=[O:4])(=[O:19])[CH3:18]. (4) Given the reactants ClC1C=CC2SC=C(C[N:10]3[CH2:14][CH2:13][N:12]([C:15]4SC(C(O)=O)=[C:18]([CH3:20])[N:19]=4)C3=O)C=2C=1.[F:27][C:28]1[CH:49]=[CH:48][C:31]([CH2:32][N:33]2[CH2:37][CH2:36][N:35]([C:38]3[S:39][C:40]([C:44]([OH:46])=O)=[C:41]([CH3:43])[N:42]=3)[C:34]2=[O:47])=[CH:30][CH:29]=1.N1C=CC(CN)=NC=1, predict the reaction product. The product is: [F:27][C:28]1[CH:29]=[CH:30][C:31]([CH2:32][N:33]2[CH2:37][CH2:36][N:35]([C:38]3[S:39][C:40]([C:44]([NH:10][CH2:14][C:13]4[CH:20]=[CH:18][N:19]=[CH:15][N:12]=4)=[O:46])=[C:41]([CH3:43])[N:42]=3)[C:34]2=[O:47])=[CH:48][CH:49]=1. (5) Given the reactants CO[C:3](=[O:18])[CH:4]([NH:8][S:9]([C:12]1[CH:17]=[CH:16][CH:15]=[CH:14][CH:13]=1)(=[O:11])=[O:10])[CH:5]([CH3:7])[CH3:6].[C:19]1([Mg]Br)[CH:24]=[CH:23][CH:22]=[CH:21][CH:20]=1, predict the reaction product. The product is: [C:3]([CH:4]([NH:8][S:9]([C:12]1[CH:13]=[CH:14][CH:15]=[CH:16][CH:17]=1)(=[O:10])=[O:11])[CH:5]([CH3:6])[CH3:7])(=[O:18])[C:19]1[CH:24]=[CH:23][CH:22]=[CH:21][CH:20]=1. (6) Given the reactants [C:1]1([CH3:13])[CH:6]=[C:5]([CH3:7])[CH:4]=[C:3]([CH3:8])[C:2]=1[CH2:9][C:10](O)=O.[CH3:14][NH:15][C:16]1[C:25]([N+:26]([O-])=O)=[CH:24][CH:23]=[CH:22][C:17]=1[C:18]([O:20][CH3:21])=[O:19], predict the reaction product. The product is: [C:1]1([CH3:13])[CH:6]=[C:5]([CH3:7])[CH:4]=[C:3]([CH3:8])[C:2]=1[CH2:9][C:10]1[N:15]([CH3:14])[C:16]2[C:17]([C:18]([O:20][CH3:21])=[O:19])=[CH:22][CH:23]=[CH:24][C:25]=2[N:26]=1. (7) Given the reactants [ClH:1].CN(C)CCCN=C=NCC.ON1C2C=CC=CC=2N=N1.Cl.Cl.Cl.[CH3:26][NH:27][CH2:28][CH2:29][N:30]([CH2:46][C:47]1[CH:52]=[CH:51][N:50]=[CH:49][CH:48]=1)[CH2:31][CH2:32][CH2:33][O:34][C:35]1[CH:36]=[C:37]2[C:42](=[CH:43][CH:44]=1)[C:41](=[O:45])[NH:40][CH2:39][CH2:38]2.[O:53]1[C:57]2[C:58]([C:62](O)=[O:63])=[CH:59][CH:60]=[CH:61][C:56]=2[CH2:55][CH2:54]1.C(OC(=O)C)C.Cl, predict the reaction product. The product is: [ClH:1].[ClH:1].[CH3:26][N:27]([CH2:28][CH2:29][N:30]([CH2:31][CH2:32][CH2:33][O:34][C:35]1[CH:36]=[C:37]2[C:42](=[CH:43][CH:44]=1)[C:41](=[O:45])[NH:40][CH2:39][CH2:38]2)[CH2:46][C:47]1[CH:48]=[CH:49][N:50]=[CH:51][CH:52]=1)[C:62]([C:58]1[C:57]2[O:53][CH2:54][CH2:55][C:56]=2[CH:61]=[CH:60][CH:59]=1)=[O:63]. (8) The product is: [CH3:9][O:8][C:6]([C:5]1[CH:10]=[C:11]([N+:12]([O-:14])=[O:13])[C:2]([N:15]2[CH2:20][CH2:19][S:18][CH2:17][CH:16]2[C:21]([O:23][CH2:24][CH3:25])=[O:22])=[N:3][CH:4]=1)=[O:7]. Given the reactants Cl[C:2]1[C:11]([N+:12]([O-:14])=[O:13])=[CH:10][C:5]([C:6]([O:8][CH3:9])=[O:7])=[CH:4][N:3]=1.[NH:15]1[CH2:20][CH2:19][S:18][CH2:17][CH:16]1[C:21]([O:23][CH2:24][CH3:25])=[O:22], predict the reaction product.